The task is: Regression/Classification. Given a drug SMILES string, predict its absorption, distribution, metabolism, or excretion properties. Task type varies by dataset: regression for continuous measurements (e.g., permeability, clearance, half-life) or binary classification for categorical outcomes (e.g., BBB penetration, CYP inhibition). Dataset: cyp1a2_veith.. This data is from CYP1A2 inhibition data for predicting drug metabolism from PubChem BioAssay. The molecule is C[C@@]12C=CC(=O)C=C1CC[C@@H]1[C@@H]2C(=O)C[C@]2(C)[C@@H]1CC[C@]2(O)C(=O)CO. The result is 0 (non-inhibitor).